Dataset: Peptide-MHC class II binding affinity with 134,281 pairs from IEDB. Task: Regression. Given a peptide amino acid sequence and an MHC pseudo amino acid sequence, predict their binding affinity value. This is MHC class II binding data. (1) The peptide sequence is KIIGGIGGFVKVRQYDQIPI. The MHC is HLA-DQA10101-DQB10501 with pseudo-sequence HLA-DQA10101-DQB10501. The binding affinity (normalized) is 0.385. (2) The peptide sequence is ADKFKTFEAAFTSSS. The MHC is DRB1_1501 with pseudo-sequence DRB1_1501. The binding affinity (normalized) is 0.747. (3) The peptide sequence is PRSLFPEFSELFAAF. The MHC is HLA-DQA10501-DQB10201 with pseudo-sequence HLA-DQA10501-DQB10201. The binding affinity (normalized) is 0.455. (4) The peptide sequence is GELQIVDKIDAAFHI. The MHC is DRB1_1101 with pseudo-sequence DRB1_1101. The binding affinity (normalized) is 0.656. (5) The peptide sequence is MHWVRQAPGKGLEWV. The MHC is DRB1_0101 with pseudo-sequence DRB1_0101. The binding affinity (normalized) is 0.889.